The task is: Predict the reactants needed to synthesize the given product.. This data is from Full USPTO retrosynthesis dataset with 1.9M reactions from patents (1976-2016). (1) Given the product [Cl:2][C:3]1[CH:8]=[CH:7][C:6]([CH:9]([NH:15][C:16](=[O:22])[O:17][C:18]([CH3:21])([CH3:20])[CH3:19])[CH2:10][S:11](=[O:13])(=[O:12])[NH2:1])=[CH:5][CH:4]=1, predict the reactants needed to synthesize it. The reactants are: [NH3:1].[Cl:2][C:3]1[CH:8]=[CH:7][C:6]([CH:9]([NH:15][C:16](=[O:22])[O:17][C:18]([CH3:21])([CH3:20])[CH3:19])[CH2:10][S:11](Cl)(=[O:13])=[O:12])=[CH:5][CH:4]=1. (2) Given the product [C:15]1([C@@H:21]([NH:23][C:4]2[CH2:9][CH2:8][CH2:7][CH2:6][C:5]=2[C:10]([O:12][CH2:13][CH3:14])=[O:11])[CH3:22])[CH:20]=[CH:19][CH:18]=[CH:17][CH:16]=1, predict the reactants needed to synthesize it. The reactants are: CO.O=[C:4]1[CH2:9][CH2:8][CH2:7][CH2:6][CH:5]1[C:10]([O:12][CH2:13][CH3:14])=[O:11].[C:15]1([C@@H:21]([NH2:23])[CH3:22])[CH:20]=[CH:19][CH:18]=[CH:17][CH:16]=1.FC(F)(F)S([O-])(=O)=O.[Yb+3].FC(F)(F)S([O-])(=O)=O.FC(F)(F)S([O-])(=O)=O.